This data is from Peptide-MHC class II binding affinity with 134,281 pairs from IEDB. The task is: Regression. Given a peptide amino acid sequence and an MHC pseudo amino acid sequence, predict their binding affinity value. This is MHC class II binding data. The peptide sequence is AFKVAATAANWAPAN. The MHC is DRB1_1001 with pseudo-sequence DRB1_1001. The binding affinity (normalized) is 0.967.